This data is from Full USPTO retrosynthesis dataset with 1.9M reactions from patents (1976-2016). The task is: Predict the reactants needed to synthesize the given product. (1) Given the product [OH:8][C:9]1[CH:10]=[CH:11][C:12]2[C@H:21]3[C@H:17]([CH2:18][N:19]([C:22]([O:24][C:25]([CH3:28])([CH3:27])[CH3:26])=[O:23])[CH2:20]3)[O:16][CH2:15][C:13]=2[CH:14]=1, predict the reactants needed to synthesize it. The reactants are: C([O:8][C:9]1[CH:10]=[CH:11][C:12]2[C@H:21]3[C@H:17]([CH2:18][N:19]([C:22]([O:24][C:25]([CH3:28])([CH3:27])[CH3:26])=[O:23])[CH2:20]3)[O:16][CH2:15][C:13]=2[CH:14]=1)C1C=CC=CC=1. (2) Given the product [C:14]([C:2]1[CH:3]=[C:4]([CH:9]=[CH:10][C:11]=1[OH:12])[C:5]([O:7][CH3:8])=[O:6])#[N:15], predict the reactants needed to synthesize it. The reactants are: Br[C:2]1[CH:3]=[C:4]([CH:9]=[CH:10][C:11]=1[OH:12])[C:5]([O:7][CH3:8])=[O:6].[Cu](C#N)[C:14]#[N:15].C(=O)([O-])[O-].[K+].[K+].COCCl. (3) The reactants are: [CH3:1][S:2]([C:5]1[CH:31]=[CH:30][C:8]([O:9][C:10]2[C:24]([CH:25]3[CH2:29][CH2:28][CH2:27][NH:26]3)=[CH:23][C:13]3[NH:14][C:15]([C:17]4[CH:22]=[CH:21][CH:20]=[CH:19][N:18]=4)=[N:16][C:12]=3[CH:11]=2)=[CH:7][CH:6]=1)(=[O:4])=[O:3].C(OC([NH:39][CH2:40][C:41]([OH:43])=O)=O)(C)(C)C. Given the product [CH3:1][S:2]([C:5]1[CH:6]=[CH:7][C:8]([O:9][C:10]2[C:24]([CH:25]3[CH2:29][CH2:28][CH2:27][N:26]3[C:41](=[O:43])[CH2:40][NH:39][S:2]([CH3:1])(=[O:4])=[O:3])=[CH:23][C:13]3[NH:14][C:15]([C:17]4[CH:22]=[CH:21][CH:20]=[CH:19][N:18]=4)=[N:16][C:12]=3[CH:11]=2)=[CH:30][CH:31]=1)(=[O:3])=[O:4], predict the reactants needed to synthesize it. (4) Given the product [NH2:14][C:8]1[CH:7]=[CH:6][C:5]([O:4][CH2:3][C:2]([OH:1])([CH3:17])[CH3:18])=[CH:13][C:9]=1[C:10]([OH:12])=[O:11], predict the reactants needed to synthesize it. The reactants are: [OH:1][C:2]([CH3:18])([CH3:17])[CH2:3][O:4][C:5]1[CH:6]=[CH:7][C:8]([N+:14]([O-])=O)=[C:9]([CH:13]=1)[C:10]([OH:12])=[O:11]. (5) Given the product [C:51]([O:50][C:48]([NH:47][C:36]([C:33]1[CH:32]=[CH:31][C:30]([C:9]2[CH:14]=[CH:13][C:12]([O:15][CH2:16][CH2:17][CH2:18][CH2:19][CH2:20][CH2:21][CH2:22][CH3:23])=[C:11]([C:24]([F:25])([F:26])[F:27])[CH:10]=2)=[CH:35][N:34]=1)([C:37]([O:39][CH2:40][CH3:41])=[O:38])[C:42]([O:44][CH2:45][CH3:46])=[O:43])=[O:49])([CH3:53])([CH3:54])[CH3:52], predict the reactants needed to synthesize it. The reactants are: CC1(C)C(C)(C)OB([C:9]2[CH:14]=[CH:13][C:12]([O:15][CH2:16][CH2:17][CH2:18][CH2:19][CH2:20][CH2:21][CH2:22][CH3:23])=[C:11]([C:24]([F:27])([F:26])[F:25])[CH:10]=2)O1.Br[C:30]1[CH:31]=[CH:32][C:33]([C:36]([NH:47][C:48]([O:50][C:51]([CH3:54])([CH3:53])[CH3:52])=[O:49])([C:42]([O:44][CH2:45][CH3:46])=[O:43])[C:37]([O:39][CH2:40][CH3:41])=[O:38])=[N:34][CH:35]=1.C([O-])([O-])=O.[Na+].[Na+]. (6) Given the product [NH2:21][C:18]1[N:17]=[CH:16][N:15]=[C:14]2[C:19]=1[N:20]=[C:12]([S:11][C:3]1[C:2]([I:1])=[CH:10][C:6]3[O:7][CH2:8][O:9][C:5]=3[CH:4]=1)[N:13]2[CH2:23][CH2:24][NH:25][S:26]([CH3:29])(=[O:28])=[O:27], predict the reactants needed to synthesize it. The reactants are: [I:1][C:2]1[C:3]([S:11][C:12]2[NH:13][C:14]3[C:19]([N:20]=2)=[C:18]([NH2:21])[N:17]=[CH:16][N:15]=3)=[CH:4][C:5]2[O:9][CH2:8][O:7][C:6]=2[CH:10]=1.Br[CH2:23][CH2:24][NH:25][S:26]([CH3:29])(=[O:28])=[O:27].C([O-])([O-])=O.[Cs+].[Cs+]. (7) The reactants are: C([O:5][C:6]([C@:8]1([CH2:39][CH:40]([CH3:42])[CH3:41])[CH2:12][C@H:11]([C:13]2[CH:18]=[N:17][CH:16]=[CH:15][N:14]=2)[C@H:10]([C:19]2[S:23][C:22](Cl)=[N:21][CH:20]=2)[N:9]1[C:25](=[O:38])[C:26]1[CH:31]=[CH:30][C:29]([C:32]([CH3:35])([CH3:34])[CH3:33])=[C:28]([O:36][CH3:37])[CH:27]=1)=[O:7])(C)(C)C.C(O)(C(F)(F)F)=O. Given the product [C:32]([C:29]1[CH:30]=[CH:31][C:26]([C:25]([N:9]2[C@@H:10]([C:19]3[S:23][CH:22]=[N:21][CH:20]=3)[C@@H:11]([C:13]3[CH:18]=[N:17][CH:16]=[CH:15][N:14]=3)[CH2:12][C@@:8]2([CH2:39][CH:40]([CH3:41])[CH3:42])[C:6]([OH:7])=[O:5])=[O:38])=[CH:27][C:28]=1[O:36][CH3:37])([CH3:34])([CH3:35])[CH3:33], predict the reactants needed to synthesize it. (8) Given the product [Cl:14][C:15]1[CH:20]=[C:19]([S:11][C:1]2[C:10]3[C:5](=[CH:6][CH:7]=[CH:8][CH:9]=3)[CH:4]=[CH:3][CH:2]=2)[CH:18]=[CH:17][N:16]=1, predict the reactants needed to synthesize it. The reactants are: [C:1]1([SH:11])[C:10]2[C:5](=[CH:6][CH:7]=[CH:8][CH:9]=2)[CH:4]=[CH:3][CH:2]=1.[H-].[Na+].[Cl:14][C:15]1[CH:20]=[C:19]([N+]([O-])=O)[CH:18]=[CH:17][N:16]=1.